Dataset: Forward reaction prediction with 1.9M reactions from USPTO patents (1976-2016). Task: Predict the product of the given reaction. (1) Given the reactants C(O[C:6]([N:8]1[CH2:13][CH2:12][CH:11]([O:14][C:15]2[C:19]3[CH:20]=[CH:21][CH:22]=[CH:23][C:18]=3[O:17][N:16]=2)[CH2:10][CH2:9]1)=O)(C)(C)C.FC(F)(F)C(O)=O.[O:31]1C[CH:32]1[CH2:34][N:35]1[C:43]2[CH2:42][CH2:41][N:40]([C:44](=[O:46])[CH3:45])[CH2:39][C:38]=2[C:37]([C:47]2[CH:52]=[CH:51][C:50]([C:53]([F:56])([F:55])[F:54])=[CH:49][CH:48]=2)=[N:36]1, predict the reaction product. The product is: [O:17]1[C:18]2[CH:23]=[CH:22][CH:21]=[CH:20][C:19]=2[C:15]([O:14][CH:11]2[CH2:10][CH2:9][N:8]([CH2:6][CH:32]([OH:31])[CH2:34][N:35]3[C:43]4[CH2:42][CH2:41][N:40]([C:44](=[O:46])[CH3:45])[CH2:39][C:38]=4[C:37]([C:47]4[CH:52]=[CH:51][C:50]([C:53]([F:56])([F:55])[F:54])=[CH:49][CH:48]=4)=[N:36]3)[CH2:13][CH2:12]2)=[N:16]1. (2) Given the reactants [CH:1]1([N:6]2[C:10]3[N:11]=[C:12]([NH:15][C:16]4[N:21]=[N:20][C:19](Cl)=[CH:18][CH:17]=4)[N:13]=[CH:14][C:9]=3[C:8]3[CH:23]=[CH:24][N:25]=[CH:26][C:7]2=3)[CH2:5][CH2:4][CH2:3][CH2:2]1.[N:27]1[CH:32]=[CH:31][C:30](B(O)O)=[CH:29][CH:28]=1.C1(P(C2CCCCC2)C2CCCCC2)CCCCC1.P([O-])([O-])([O-])=O.[K+].[K+].[K+], predict the reaction product. The product is: [CH:1]1([N:6]2[C:10]3[N:11]=[C:12]([NH:15][C:16]4[N:21]=[N:20][C:19]([C:30]5[CH:31]=[CH:32][N:27]=[CH:28][CH:29]=5)=[CH:18][CH:17]=4)[N:13]=[CH:14][C:9]=3[C:8]3[CH:23]=[CH:24][N:25]=[CH:26][C:7]2=3)[CH2:5][CH2:4][CH2:3][CH2:2]1. (3) The product is: [CH:29]1([C:26]2[CH:27]=[N:28][C:19]([NH:17][C:11]3[CH:10]=[CH:9][C:8]4[C:13](=[CH:14][CH:15]=[CH:16][C:7]=4[C:1]4[CH:2]=[CH:3][CH:4]=[CH:5][CH:6]=4)[CH:12]=3)=[C:20]([CH:25]=2)[C:21]([O:23][CH3:24])=[O:22])[CH2:30][CH2:31]1. Given the reactants [C:1]1([C:7]2[CH:16]=[CH:15][CH:14]=[C:13]3[C:8]=2[CH:9]=[CH:10][C:11]([NH2:17])=[CH:12]3)[CH:6]=[CH:5][CH:4]=[CH:3][CH:2]=1.Cl[C:19]1[N:28]=[CH:27][C:26]([CH:29]2[CH2:31][CH2:30]2)=[CH:25][C:20]=1[C:21]([O:23][CH3:24])=[O:22].C(=O)([O-])[O-].[Cs+].[Cs+], predict the reaction product. (4) Given the reactants O.[SH-:2].[Na+].F[C:5]1[CH:13]=[CH:12][C:8]([C:9]([OH:11])=[O:10])=[CH:7][C:6]=1[S:14]([N:17]1[CH2:22][CH2:21][O:20][CH2:19][CH2:18]1)(=[O:16])=[O:15], predict the reaction product. The product is: [SH:2][C:5]1[CH:13]=[CH:12][C:8]([C:9]([OH:11])=[O:10])=[CH:7][C:6]=1[S:14]([N:17]1[CH2:22][CH2:21][O:20][CH2:19][CH2:18]1)(=[O:16])=[O:15]. (5) The product is: [F:1][C:2]([F:12])([F:11])[C:3]1[CH:10]=[CH:9][C:6]([CH2:7][NH:16][CH2:15][CH2:13][OH:14])=[CH:5][CH:4]=1. Given the reactants [F:1][C:2]([F:12])([F:11])[C:3]1[CH:10]=[CH:9][C:6]([CH2:7]Br)=[CH:5][CH:4]=1.[CH2:13]([CH2:15][NH2:16])[OH:14], predict the reaction product. (6) Given the reactants C(O)COCCO.[Br:8][C:9]1[CH:14]=[CH:13][C:12]([C:15](=O)[C:16]([CH3:21])([CH3:20])[CH2:17][CH2:18][CH3:19])=[CH:11][CH:10]=1.O.NN.[OH-].[K+], predict the reaction product. The product is: [Br:8][C:9]1[CH:14]=[CH:13][C:12]([CH2:15][C:16]([CH3:20])([CH3:21])[CH2:17][CH2:18][CH3:19])=[CH:11][CH:10]=1. (7) The product is: [CH3:1][O:2][C:3]1[CH:4]=[CH:5][C:6]2[C:7]3[CH:19]([Si:26]([CH3:28])([CH3:27])[CH3:25])[C:18]4[C:13](=[CH:14][CH:15]=[CH:16][CH:17]=4)[C:8]=3[N:9]([CH3:12])[C:10]=2[CH:11]=1. Given the reactants [CH3:1][O:2][C:3]1[CH:4]=[CH:5][C:6]2[C:7]3[CH2:19][C:18]4[C:13](=[CH:14][CH:15]=[CH:16][CH:17]=4)[C:8]=3[N:9]([CH3:12])[C:10]=2[CH:11]=1.[Li]CCCC.[CH3:25][Si:26](Cl)([CH3:28])[CH3:27], predict the reaction product. (8) Given the reactants [C:1]([C:5]1[CH:10]=[CH:9][C:8]([S:11]([N:14]([CH2:24][C:25](O)=[O:26])[C:15]2[CH:20]=[CH:19][CH:18]=[CH:17][C:16]=2[C:21](=[O:23])[NH2:22])(=[O:13])=[O:12])=[CH:7][CH:6]=1)([CH3:4])([CH3:3])[CH3:2].[CH:28]1([NH:31][CH2:32][C:33]2[CH:38]=[CH:37][CH:36]=[C:35]([O:39][CH3:40])[CH:34]=2)[CH2:30][CH2:29]1, predict the reaction product. The product is: [C:1]([C:5]1[CH:6]=[CH:7][C:8]([S:11]([N:14]([CH2:24][C:25](=[O:26])[N:31]([CH:28]2[CH2:30][CH2:29]2)[CH2:32][C:33]2[CH:38]=[CH:37][CH:36]=[C:35]([O:39][CH3:40])[CH:34]=2)[C:15]2[CH:20]=[CH:19][CH:18]=[CH:17][C:16]=2[C:21]([NH2:22])=[O:23])(=[O:13])=[O:12])=[CH:9][CH:10]=1)([CH3:2])([CH3:3])[CH3:4].